This data is from Catalyst prediction with 721,799 reactions and 888 catalyst types from USPTO. The task is: Predict which catalyst facilitates the given reaction. (1) Reactant: [CH2:1]([C:3]1[CH:8]=[CH:7][C:6]([OH:9])=[CH:5][CH:4]=1)[CH3:2].Cl[C:11]1[CH:12]=[CH:13][C:14]([N+:26]([O-:28])=[O:27])=[C:15]([CH2:17][NH:18][C:19](=[O:25])[O:20][C:21]([CH3:24])([CH3:23])[CH3:22])[CH:16]=1.[H-].[Na+]. Product: [C:21]([O:20][C:19](=[O:25])[NH:18][CH2:17][C:15]1[CH:16]=[C:11]([O:9][C:6]2[CH:7]=[CH:8][C:3]([CH2:1][CH3:2])=[CH:4][CH:5]=2)[CH:12]=[CH:13][C:14]=1[N+:26]([O-:28])=[O:27])([CH3:24])([CH3:22])[CH3:23]. The catalyst class is: 9. (2) Reactant: [Cl:1][C:2]1[CH:3]=[C:4]([NH2:12])[C:5]([NH2:11])=[CH:6][C:7]=1[N+:8]([O-:10])=[O:9].[S:13](Cl)(Cl)=O.C([O-])(O)=O.[Na+]. Product: [Cl:1][C:2]1[C:7]([N+:8]([O-:10])=[O:9])=[CH:6][C:5]2=[N:11][S:13][N:12]=[C:4]2[CH:3]=1. The catalyst class is: 4. (3) Reactant: [OH:1][C:2]1[C:3]([N+:8]([O-:10])=[O:9])=[N:4][CH:5]=[CH:6][CH:7]=1.[CH3:11][C:12]([CH3:19])([CH2:17]O)[C:13]([O:15][CH3:16])=[O:14].CC(OC(/N=N/C(OC(C)C)=O)=O)C. Product: [CH3:11][C:12]([CH3:19])([CH2:17][O:1][C:2]1[C:3]([N+:8]([O-:10])=[O:9])=[N:4][CH:5]=[CH:6][CH:7]=1)[C:13]([O:15][CH3:16])=[O:14]. The catalyst class is: 12. (4) Reactant: Br[C:2]1[CH:11]=[C:10]2[C:5]([C:6]([OH:26])=[C:7]([C:15]([NH:17][CH2:18][C:19]([O:21][C:22]([CH3:25])([CH3:24])[CH3:23])=[O:20])=[O:16])[C:8](=[O:14])[C:9]2([CH3:13])[CH3:12])=[CH:4][CH:3]=1.C([O-])([O-])=O.[K+].[K+].O.[CH3:34][O:35][CH2:36]/[CH:37]=[CH:38]/B1OC(C)(C)C(C)(C)O1. Product: [OH:26][C:6]1[C:5]2[C:10](=[CH:11][C:2](/[CH:38]=[CH:37]/[CH2:36][O:35][CH3:34])=[CH:3][CH:4]=2)[C:9]([CH3:13])([CH3:12])[C:8](=[O:14])[C:7]=1[C:15]([NH:17][CH2:18][C:19]([O:21][C:22]([CH3:24])([CH3:23])[CH3:25])=[O:20])=[O:16]. The catalyst class is: 752.